From a dataset of Full USPTO retrosynthesis dataset with 1.9M reactions from patents (1976-2016). Predict the reactants needed to synthesize the given product. Given the product [CH3:1][N:2]1[CH2:15][CH2:14][C:5]2[N:6]([CH2:18][C:19]([C:22]3[CH:23]=[N:24][CH:25]=[CH:26][CH:27]=3)([OH:20])[CH3:21])[C:7]3[CH:8]=[CH:9][C:10]([CH3:13])=[CH:11][C:12]=3[C:4]=2[CH2:3]1, predict the reactants needed to synthesize it. The reactants are: [CH3:1][N:2]1[CH2:15][CH2:14][C:5]2[NH:6][C:7]3[CH:8]=[CH:9][C:10]([CH3:13])=[CH:11][C:12]=3[C:4]=2[CH2:3]1.[H-].[Na+].[CH3:18][C:19]1([C:22]2[CH:23]=[N:24][CH:25]=[CH:26][CH:27]=2)[CH2:21][O:20]1.